Dataset: Experimentally validated miRNA-target interactions with 360,000+ pairs, plus equal number of negative samples. Task: Binary Classification. Given a miRNA mature sequence and a target amino acid sequence, predict their likelihood of interaction. (1) The miRNA is mmu-miR-410-5p with sequence AGGUUGUCUGUGAUGAGUUCG. The protein sequence of the target gene is MEMASSAGSWLSGCLIPLVFLRLSVHVSGHAGDAGKFHVALLGGTAELLCPLSLWPGTVPKEVRWLRSPFPQRSQAVHIFRDGKDQDEDLMPEYKGRTVLVRDAQEGSVTLQILDVRLEDQGSYRCLIQVGNLSKEDTVILQVAAPSVGSLSPSAVALAVILPVLVLLIMVCLCLIWKQRRAKEKLLYEHVTEVDNLLSDHAKEKGKLHKAVKKLRSELKLKRAAANSGWRRARLHFVAVTLDPDTAHPKLILSEDQRCVRLGDRRQPVPDNPQRFDFVVSILGSEYFTTGCHYWEVYVG.... Result: 0 (no interaction). (2) The miRNA is hsa-miR-629-3p with sequence GUUCUCCCAACGUAAGCCCAGC. The protein sequence of the target gene is MASRSLGGLSGIRGGGGGGGKKSLSARNAAVERRNLITVCRFSVKTLIDRSCFETIDDSSPEFNNFAAILEQILSHRLKEISQSCRWLAHLQIPLQGQVTWFGYESPRSFWDYIRVACRKVSQNCICSIENMENVSSSRAKGRAWIRVALMEKHLSEYISTALRDFKTTRRFYEDGAIVLGEEANMLAGMLLGLNAIDFSFCLKGEGLDGSFPAVIDYTPYLKYIQSSDSISSDEEELRTLGSSGSESSTPENVGPPFLMDENSWFNKCKRVKQKYQLTLEQKGYLEELLRLRENQLSES.... Result: 1 (interaction). (3) The miRNA is hsa-miR-361-3p with sequence UCCCCCAGGUGUGAUUCUGAUUU. The protein sequence of the target gene is MEFLSEKFALKSPPSKNSDFYMGAGGPLEHVMETLDNESFYSKASAGKCVQAFGPLPRAEHHVRLERTSPCQDSSVNYGITKVEGQPLHTELNRAMDNCNSLRMSPVKGMQEKGELDELGDKCDSNVSSSKKRRHRTTFTSLQLEELEKVFQKTHYPDVYVREQLALRTELTEARVQVWFQNRRAKWRKRERYGQIQQAKSHFAATYDISVLPRTDSYPQIQNNLWAGNASGGSVVTSCMLPRDTSSCMTPYSHSPRTDSSYTGFSNHQNQFSHVPLNNFFTDSLLTGATNGHAFETKPE.... Result: 0 (no interaction).